This data is from Full USPTO retrosynthesis dataset with 1.9M reactions from patents (1976-2016). The task is: Predict the reactants needed to synthesize the given product. (1) The reactants are: [Cl:1][C:2]1[CH:3]=[C:4]([CH:9]=[CH:10][C:11]=1F)[C:5]([O:7]C)=O.[N:13]1([C:19]2[N:24]=[CH:23][C:22]([OH:25])=[CH:21][N:20]=2)[CH2:18][CH2:17][CH2:16][CH2:15][CH2:14]1.C(=O)([O-])[O-].[Cs+].[Cs+].[CH3:32][S:33]([NH2:36])(=[O:35])=[O:34].Cl.CN(C)CCCN=C=NCC. Given the product [Cl:1][C:2]1[CH:3]=[C:4]([CH:9]=[CH:10][C:11]=1[O:25][C:22]1[CH:23]=[N:24][C:19]([N:13]2[CH2:18][CH2:17][CH2:16][CH2:15][CH2:14]2)=[N:20][CH:21]=1)[C:5]([NH:36][S:33]([CH3:32])(=[O:35])=[O:34])=[O:7], predict the reactants needed to synthesize it. (2) Given the product [Cl:83][C:78]1[CH:79]=[CH:80][CH:81]=[CH:82][C:77]=1[C:70]1[C:71]([CH2:72][C:73]([O:75][CH3:76])=[O:74])=[C:67]([C:64]2[CH:65]=[CH:66][C:61]([OH:60])=[CH:62][CH:63]=2)[S:68][CH:69]=1, predict the reactants needed to synthesize it. The reactants are: [Si](OC1C=CC(B(O)O)=CC=1)(C(C)(C)C)(C)C.BrC1C(CC(OC)=O)=C(C2C=CC(O[Si](C(C)(C)C)(C)C)=CC=2)SC=1.ClC1C=CC=CC=1B(O)O.[Si]([O:60][C:61]1[CH:66]=[CH:65][C:64]([C:67]2[S:68][CH:69]=[C:70]([C:77]3[CH:82]=[CH:81][CH:80]=[CH:79][C:78]=3[Cl:83])[C:71]=2[CH2:72][C:73]([O:75][CH3:76])=[O:74])=[CH:63][CH:62]=1)(C(C)(C)C)(C)C.[F-].C([N+](CCCC)(CCCC)CCCC)CCC. (3) Given the product [Br:9][CH2:10][CH2:11][CH2:12][CH2:13][N:3]1[CH2:7][CH2:6][CH2:5][C:4]1=[O:8], predict the reactants needed to synthesize it. The reactants are: [H-].[Na+].[NH:3]1[CH2:7][CH2:6][CH2:5][C:4]1=[O:8].[Br:9][CH2:10][CH2:11][CH2:12][CH2:13]Br.O.